Regression. Given a peptide amino acid sequence and an MHC pseudo amino acid sequence, predict their binding affinity value. This is MHC class II binding data. From a dataset of Peptide-MHC class II binding affinity with 134,281 pairs from IEDB. (1) The peptide sequence is TPAAPAGAEPAGKAT. The MHC is HLA-DQA10401-DQB10402 with pseudo-sequence HLA-DQA10401-DQB10402. The binding affinity (normalized) is 0.424. (2) The peptide sequence is GKGSIVACAKFTCAK. The MHC is DRB1_1302 with pseudo-sequence DRB1_1302. The binding affinity (normalized) is 0.147.